This data is from Forward reaction prediction with 1.9M reactions from USPTO patents (1976-2016). The task is: Predict the product of the given reaction. (1) Given the reactants P(Cl)(Cl)(Cl)=O.[O:6]1[C:10]2[CH:11]=[CH:12][CH:13]=[CH:14][C:9]=2[CH2:8][CH2:7]1.CN([CH:18]=[O:19])C, predict the reaction product. The product is: [O:6]1[C:10]2[CH:11]=[CH:12][C:13]([CH:18]=[O:19])=[CH:14][C:9]=2[CH2:8][CH2:7]1. (2) Given the reactants [CH3:1][C:2]1[CH:3]=[C:4]([C:12]2[CH:17]=[CH:16][C:15]([N+:18]([O-])=O)=[CH:14][CH:13]=2)[CH:5]=[CH:6][C:7]=1[C:8]([O:10][CH3:11])=[O:9].Cl, predict the reaction product. The product is: [NH2:18][C:15]1[CH:14]=[CH:13][C:12]([C:4]2[CH:5]=[CH:6][C:7]([C:8]([O:10][CH3:11])=[O:9])=[C:2]([CH3:1])[CH:3]=2)=[CH:17][CH:16]=1. (3) Given the reactants [O:1]=[C:2]1[CH2:11][CH2:10][C:9]2[C:4](=[CH:5][CH:6]=[C:7]([C:12]3[CH:17]=[CH:16][C:15]([C:18]([F:21])([F:20])[F:19])=[CH:14][CH:13]=3)[CH:8]=2)[N:3]1[CH2:22][C:23]1[CH:24]=[C:25]([CH:31]=[CH:32][CH:33]=1)[C:26]([O:28]CC)=[O:27].[OH-].[K+].CO, predict the reaction product. The product is: [O:1]=[C:2]1[CH2:11][CH2:10][C:9]2[C:4](=[CH:5][CH:6]=[C:7]([C:12]3[CH:13]=[CH:14][C:15]([C:18]([F:20])([F:19])[F:21])=[CH:16][CH:17]=3)[CH:8]=2)[N:3]1[CH2:22][C:23]1[CH:24]=[C:25]([CH:31]=[CH:32][CH:33]=1)[C:26]([OH:28])=[O:27]. (4) Given the reactants [N:1]1([CH2:7][CH2:8][NH2:9])[CH2:6][CH2:5][CH2:4][CH2:3][CH2:2]1.Cl[C:11]1[N:12]=[N+:13]([O-:23])[C:14]2[CH:20]=[C:19]([O:21][CH3:22])[CH:18]=[CH:17][C:15]=2[N:16]=1, predict the reaction product. The product is: [CH3:22][O:21][C:19]1[CH:18]=[CH:17][C:15]2[N:16]=[C:11]([NH:9][CH2:8][CH2:7][N:1]3[CH2:6][CH2:5][CH2:4][CH2:3][CH2:2]3)[N:12]=[N+:13]([O-:23])[C:14]=2[CH:20]=1. (5) Given the reactants [Cl-].[Al+3].[Cl-].[Cl-].[O:5]1[CH:9]=[CH:8][CH:7]=[C:6]1[CH:10]=[O:11].[CH:12](Cl)([CH3:14])[CH3:13], predict the reaction product. The product is: [CH:12]([C:8]1[CH:7]=[C:6]([CH:10]=[O:11])[O:5][CH:9]=1)([CH3:14])[CH3:13]. (6) Given the reactants [O:1]=[C:2]1[N:6]=[C:5]2[C:7]3[CH:8]=[CH:9][CH:10]=[C:11]4[C:16]=3[C:15]([C:4]2=[C:3]1[C:17]#[N:18])=[CH:14][CH:13]=[CH:12]4.[NH2:19][C:20]1[CH:25]=[CH:24][C:23]([SH:26])=[CH:22][CH:21]=1, predict the reaction product. The product is: [NH2:19][C:20]1[CH:25]=[CH:24][C:23]([S:26][C:12]2[C:11]3[C:16]4=[C:7]([C:5]5[C:4]([C:15]4=[CH:14][CH:13]=2)=[C:3]([C:17]#[N:18])[C:2](=[O:1])[N:6]=5)[C:8]([S:26][C:23]2[CH:24]=[CH:25][C:20]([NH2:19])=[CH:21][CH:22]=2)=[CH:9][CH:10]=3)=[CH:22][CH:21]=1. (7) Given the reactants [NH2:1][C:2]1[C:7]([CH2:8][C:9]2[CH:14]=[CH:13][CH:12]=[CH:11][CH:10]=2)=[N:6][C:5]([C:15]2[CH:20]=[CH:19][CH:18]=[CH:17][CH:16]=2)=[CH:4][N:3]=1.C(N([CH2:26][CH3:27])CC)C.[CH2:28]([S:35](Cl)(=[O:37])=[O:36])[C:29]1[CH:34]=[CH:33][CH:32]=[CH:31][CH:30]=1.Cl, predict the reaction product. The product is: [CH2:8]([C:7]1[C:2]([N:1]([S:35]([CH2:28][C:27]2[CH:26]=[CH:31][CH:30]=[CH:29][CH:34]=2)(=[O:37])=[O:36])[S:35]([CH2:28][C:29]2[CH:34]=[CH:33][CH:32]=[CH:31][CH:30]=2)(=[O:37])=[O:36])=[N:3][CH:4]=[C:5]([C:15]2[CH:20]=[CH:19][CH:18]=[CH:17][CH:16]=2)[N:6]=1)[C:9]1[CH:14]=[CH:13][CH:12]=[CH:11][CH:10]=1. (8) The product is: [NH:14]([C:8]1[CH:7]=[CH:6][C:5]([S:2]([NH2:1])(=[O:3])=[O:4])=[CH:13][C:9]=1[CH2:10][OH:11])[NH2:15]. Given the reactants [NH2:1][S:2]([C:5]1[CH:6]=[CH:7][C:8]([NH:14][NH2:15])=[C:9]([CH:13]=1)[C:10](O)=[O:11])(=[O:4])=[O:3].B.C1COCC1.CO, predict the reaction product.